Dataset: Full USPTO retrosynthesis dataset with 1.9M reactions from patents (1976-2016). Task: Predict the reactants needed to synthesize the given product. (1) Given the product [Br:1][C:2]1[CH:7]=[C:6]([O:8][C:9]2[CH:10]=[CH:11][C:12]([Cl:15])=[CH:13][CH:14]=2)[CH:5]=[CH:4][C:3]=1[C:16]([O:24][CH3:27])([CH3:23])[CH2:17][N:18]1[CH:22]=[N:21][CH:20]=[N:19]1, predict the reactants needed to synthesize it. The reactants are: [Br:1][C:2]1[CH:7]=[C:6]([O:8][C:9]2[CH:14]=[CH:13][C:12]([Cl:15])=[CH:11][CH:10]=2)[CH:5]=[CH:4][C:3]=1[C:16]([OH:24])([CH3:23])[CH2:17][N:18]1[CH:22]=[N:21][CH:20]=[N:19]1.[H-].[Na+].[CH3:27]I.[Cl-].[Na+]. (2) Given the product [Cl:1][C:2]1[CH:7]=[CH:6][C:5]([C:8]2[S:9][C:10]3[C:11](=[O:26])[N:12]([C:17]4[CH:18]=[C:19]5[C:23](=[CH:24][CH:25]=4)[N:22]([CH2:31][C:32]4[CH:37]=[CH:36][CH:35]=[CH:34][N:33]=4)[CH:21]=[CH:20]5)[CH2:13][CH2:14][C:15]=3[N:16]=2)=[CH:4][CH:3]=1, predict the reactants needed to synthesize it. The reactants are: [Cl:1][C:2]1[CH:7]=[CH:6][C:5]([C:8]2[S:9][C:10]3[C:11](=[O:26])[N:12]([C:17]4[CH:18]=[C:19]5[C:23](=[CH:24][CH:25]=4)[NH:22][CH:21]=[CH:20]5)[CH2:13][CH2:14][C:15]=3[N:16]=2)=[CH:4][CH:3]=1.[H-].[Na+].Br.Br[CH2:31][C:32]1[CH:37]=[CH:36][CH:35]=[CH:34][N:33]=1. (3) Given the product [BrH:10].[Br:10][CH2:2][C:1]([C:4]1[CH:9]=[CH:8][N:7]=[CH:6][CH:5]=1)=[O:3], predict the reactants needed to synthesize it. The reactants are: [C:1]([C:4]1[CH:9]=[CH:8][N:7]=[CH:6][CH:5]=1)(=[O:3])[CH3:2].[Br:10]Br. (4) Given the product [NH2:25][C:21]1[C:18]2[C:19](=[O:20])[N:13]([C:10]3[CH:11]=[CH:12][C:7]([C:31]4[CH:32]=[CH:33][CH:34]=[CH:35][C:30]=4[F:29])=[CH:8][CH:9]=3)[CH2:14][C@@H:15]([CH3:26])[O:16][C:17]=2[N:24]=[CH:23][N:22]=1, predict the reactants needed to synthesize it. The reactants are: FC(F)(F)S(O[C:7]1[CH:12]=[CH:11][C:10]([N:13]2[C:19](=[O:20])[C:18]3[C:21]([NH2:25])=[N:22][CH:23]=[N:24][C:17]=3[O:16][C@H:15]([CH3:26])[CH2:14]2)=[CH:9][CH:8]=1)(=O)=O.[F:29][C:30]1[CH:35]=[CH:34][CH:33]=[CH:32][C:31]=1B(O)O. (5) Given the product [CH3:22][C:21]1[CH:20]=[CH:19][N:18]=[CH:17][C:16]=1[N:10]1[CH:9]=[CH:8][C:7]2[C:12](=[CH:13][C:4]([N+:1]([O-:3])=[O:2])=[CH:5][CH:6]=2)[C:11]1=[O:14], predict the reactants needed to synthesize it. The reactants are: [N+:1]([C:4]1[CH:13]=[C:12]2[C:7]([CH2:8][CH2:9][NH:10][C:11]2=[O:14])=[CH:6][CH:5]=1)([O-:3])=[O:2].I[C:16]1[CH:17]=[N:18][CH:19]=[CH:20][C:21]=1[CH3:22].P([O-])([O-])([O-])=O.[K+].[K+].[K+]. (6) Given the product [CH2:1]([O:8][C:9]1[CH:18]=[C:17]2[C:12]([C:13](=[O:24])[C:14]([C:19]([O:21][CH2:22][CH3:23])=[O:20])=[CH:15][N:16]2[CH2:32][CH3:33])=[CH:11][CH:10]=1)[C:2]1[CH:7]=[CH:6][CH:5]=[CH:4][CH:3]=1, predict the reactants needed to synthesize it. The reactants are: [CH2:1]([O:8][C:9]1[CH:18]=[C:17]2[C:12]([C:13](=[O:24])[C:14]([C:19]([O:21][CH2:22][CH3:23])=[O:20])=[CH:15][NH:16]2)=[CH:11][CH:10]=1)[C:2]1[CH:7]=[CH:6][CH:5]=[CH:4][CH:3]=1.C(=O)([O-])[O-].[K+].[K+].I[CH2:32][CH3:33]. (7) Given the product [CH2:23]([C:25]1[CH:26]=[C:27]([NH:31][C:32]([NH:20][CH2:19][CH2:18][CH2:17][N:8]2[CH:7]([CH2:6][C:5]3[CH:21]=[CH:22][C:2]([F:1])=[CH:3][CH:4]=3)[CH2:16][C:15]3[C:10](=[CH:11][CH:12]=[CH:13][CH:14]=3)[CH2:9]2)=[O:33])[CH:28]=[CH:29][CH:30]=1)[CH3:24], predict the reactants needed to synthesize it. The reactants are: [F:1][C:2]1[CH:22]=[CH:21][C:5]([CH2:6][CH:7]2[CH2:16][C:15]3[C:10](=[CH:11][CH:12]=[CH:13][CH:14]=3)[CH2:9][N:8]2[CH2:17][CH2:18][CH2:19][NH2:20])=[CH:4][CH:3]=1.[CH2:23]([C:25]1[CH:26]=[C:27]([N:31]=[C:32]=[O:33])[CH:28]=[CH:29][CH:30]=1)[CH3:24]. (8) Given the product [CH3:1][O:2][C:3](=[O:12])[C:4]1[CH:9]=[CH:8][C:7]([Br:10])=[CH:6][C:5]=1[CH2:11][Br:13], predict the reactants needed to synthesize it. The reactants are: [CH3:1][O:2][C:3](=[O:12])[C:4]1[CH:9]=[CH:8][C:7]([Br:10])=[CH:6][C:5]=1[CH3:11].[Br:13]N1C(=O)CCC1=O. (9) Given the product [N:1]1([C:7]2[CH:13]=[CH:12][C:10]([NH:11][N:23]=[C:29]([C:28](=[O:33])[CH3:27])[C:30](=[O:32])[CH3:31])=[CH:9][CH:8]=2)[CH2:2][CH2:3][O:4][CH2:5][CH2:6]1, predict the reactants needed to synthesize it. The reactants are: [N:1]1([C:7]2[CH:13]=[CH:12][C:10]([NH2:11])=[CH:9][CH:8]=2)[CH2:6][CH2:5][O:4][CH2:3][CH2:2]1.P(=O)(O)(O)O.[N+]([O-])(O)=O.[N:23]([O-])=O.[Na+].[CH3:27][C:28](=[O:33])[CH2:29][C:30](=[O:32])[CH3:31].C([O-])(=O)C.[K+].C([O-])([O-])=O.[Na+].[Na+].